This data is from Full USPTO retrosynthesis dataset with 1.9M reactions from patents (1976-2016). The task is: Predict the reactants needed to synthesize the given product. (1) Given the product [CH2:32]([O:31][P:29]([CH2:28][O:15][C:12]1[CH:13]=[CH:14][C:9]([B:4]2[O:3][C:2]([CH3:16])([CH3:1])[C:6]([CH3:7])([CH3:8])[O:5]2)=[CH:10][CH:11]=1)(=[O:30])[O:34][CH2:35][CH3:36])[CH3:33], predict the reactants needed to synthesize it. The reactants are: [CH3:1][C:2]1([CH3:16])[C:6]([CH3:8])([CH3:7])[O:5][B:4]([C:9]2[CH:14]=[CH:13][C:12]([OH:15])=[CH:11][CH:10]=2)[O:3]1.CC1C=CC(S(O[CH2:28][P:29]([O:34][CH2:35][CH3:36])([O:31][CH2:32][CH3:33])=[O:30])(=O)=O)=CC=1. (2) The reactants are: [OH:1][CH2:2][C:3]1([CH3:15])[CH2:7][CH:6]2[CH:8]([CH3:14])[CH:9]=[C:10]([CH3:13])[C:11]([CH3:12])=[C:5]2[O:4]1.[N+:16]([O-])([OH:18])=[O:17]. Given the product [OH:1][CH2:2][C:3]1([CH3:15])[CH2:7][CH:6]2[CH:8]([CH3:14])[C:9]([N+:16]([O-:18])=[O:17])=[C:10]([CH3:13])[C:11]([CH3:12])=[C:5]2[O:4]1, predict the reactants needed to synthesize it. (3) Given the product [CH2:23]([O:25][C:26](=[O:37])[CH2:27][C:28]1[CH:29]=[C:30]2[C:34](=[CH:35][CH:36]=1)[N:33]([C:8]1[C:9]3[CH2:22][CH2:21][CH2:20][C:10]=3[N:11]=[C:12]([C:14]3[S:15][C:16]([Cl:19])=[CH:17][CH:18]=3)[N:13]=1)[N:32]=[CH:31]2)[CH3:24], predict the reactants needed to synthesize it. The reactants are: CC([O-])(C)C.[K+].Cl[C:8]1[C:9]2[CH2:22][CH2:21][CH2:20][C:10]=2[N:11]=[C:12]([C:14]2[S:15][C:16]([Cl:19])=[CH:17][CH:18]=2)[N:13]=1.[CH2:23]([O:25][C:26](=[O:37])[CH2:27][C:28]1[CH:29]=[C:30]2[C:34](=[CH:35][CH:36]=1)[NH:33][N:32]=[CH:31]2)[CH3:24].CC(C1C=C(C(C)C)C(C2C(P(C(C)(C)C)C(C)(C)C)=CC=CC=2)=C(C(C)C)C=1)C.